This data is from CYP2C19 inhibition data for predicting drug metabolism from PubChem BioAssay. The task is: Regression/Classification. Given a drug SMILES string, predict its absorption, distribution, metabolism, or excretion properties. Task type varies by dataset: regression for continuous measurements (e.g., permeability, clearance, half-life) or binary classification for categorical outcomes (e.g., BBB penetration, CYP inhibition). Dataset: cyp2c19_veith. The compound is Cc1cc2nc(C3CCCN(C(=O)NCc4ccccc4)C3)[nH]c2cc1C. The result is 1 (inhibitor).